From a dataset of Full USPTO retrosynthesis dataset with 1.9M reactions from patents (1976-2016). Predict the reactants needed to synthesize the given product. (1) Given the product [F:17][C:11]1([F:18])[CH2:12][CH2:13][C:8]([C:5]2[CH:6]=[N:7][C:2]([F:1])=[CH:3][CH:4]=2)([C:15]#[N:16])[CH2:9][CH2:10]1, predict the reactants needed to synthesize it. The reactants are: [F:1][C:2]1[N:7]=[CH:6][C:5]([C:8]2([C:15]#[N:16])[CH2:13][CH2:12][C:11](=O)[CH2:10][CH2:9]2)=[CH:4][CH:3]=1.[FH:17].[FH:18].F.C(N(CC)CC)C. (2) Given the product [Cl:35][C:22]1[C:23]([CH2:25][O:26][C:27]2[CH:32]=[CH:31][C:30]([F:33])=[C:29]([Cl:34])[CH:28]=2)=[CH:24][C:19]2[O:18][N:17]=[C:16]([NH2:8])[C:20]=2[CH:21]=1, predict the reactants needed to synthesize it. The reactants are: C(OC([N:8]([C:16]1[C:20]2[CH:21]=[C:22]([Cl:35])[C:23]([CH2:25][O:26][C:27]3[CH:32]=[CH:31][C:30]([F:33])=[C:29]([Cl:34])[CH:28]=3)=[CH:24][C:19]=2[O:18][N:17]=1)C(=O)OC(C)(C)C)=O)(C)(C)C. (3) Given the product [O:4]1[C:8]2=[C:9]([N:13]3[CH2:18][CH2:17][N:16]([CH2:19][CH2:20][C@H:21]4[CH2:26][CH2:25][C@H:24]([NH:27][S:35]([C:32]5[CH:33]=[CH:34][C:29]([F:28])=[CH:30][CH:31]=5)(=[O:37])=[O:36])[CH2:23][CH2:22]4)[CH2:15][CH2:14]3)[N:10]=[CH:11][CH:12]=[C:7]2[CH2:6][CH2:5]1, predict the reactants needed to synthesize it. The reactants are: Cl.Cl.Cl.[O:4]1[C:8]2=[C:9]([N:13]3[CH2:18][CH2:17][N:16]([CH2:19][CH2:20][C@H:21]4[CH2:26][CH2:25][C@H:24]([NH2:27])[CH2:23][CH2:22]4)[CH2:15][CH2:14]3)[N:10]=[CH:11][CH:12]=[C:7]2[CH2:6][CH2:5]1.[F:28][C:29]1[CH:34]=[CH:33][C:32]([S:35](Cl)(=[O:37])=[O:36])=[CH:31][CH:30]=1.